From a dataset of NCI-60 drug combinations with 297,098 pairs across 59 cell lines. Regression. Given two drug SMILES strings and cell line genomic features, predict the synergy score measuring deviation from expected non-interaction effect. (1) Drug 1: C1CCN(CC1)CCOC2=CC=C(C=C2)C(=O)C3=C(SC4=C3C=CC(=C4)O)C5=CC=C(C=C5)O. Drug 2: COC1=CC(=CC(=C1O)OC)C2C3C(COC3=O)C(C4=CC5=C(C=C24)OCO5)OC6C(C(C7C(O6)COC(O7)C8=CC=CS8)O)O. Cell line: UO-31. Synergy scores: CSS=17.0, Synergy_ZIP=-5.63, Synergy_Bliss=-1.26, Synergy_Loewe=-0.870, Synergy_HSA=0.811. (2) Drug 2: C1C(C(OC1N2C=NC(=NC2=O)N)CO)O. Drug 1: C1=NC(=NC(=O)N1C2C(C(C(O2)CO)O)O)N. Synergy scores: CSS=23.3, Synergy_ZIP=-2.91, Synergy_Bliss=4.69, Synergy_Loewe=3.09, Synergy_HSA=4.98. Cell line: UO-31.